From a dataset of Catalyst prediction with 721,799 reactions and 888 catalyst types from USPTO. Predict which catalyst facilitates the given reaction. (1) Reactant: [CH3:1][C:2]1[CH:7]=[CH:6][CH:5]=[CH:4][N:3]=1.C([Li])(C)(C)C.[CH3:13][CH:14]([C:16](=[O:20])[CH:17]([CH3:19])[CH3:18])[CH3:15]. Product: [CH3:13][CH:14]([C:16]([CH2:1][C:2]1[CH:7]=[CH:6][CH:5]=[CH:4][N:3]=1)([OH:20])[CH:17]([CH3:19])[CH3:18])[CH3:15]. The catalyst class is: 1. (2) Reactant: [C:1]([N:8]1[CH:12]=CN=C1)([N:3]1[CH:7]=[CH:6][N:5]=[CH:4]1)=[O:2].CC1N=C(N)[S:17][C:18]=1[C:19]1[CH:24]=[CH:23][N:22]=[CH:21][CH:20]=1. Product: [CH3:12][NH:8][C:1]([NH:3][C:4]1[S:17][C:18]([C:19]2[CH:24]=[CH:23][N:22]=[CH:21][CH:20]=2)=[C:6]([CH3:7])[N:5]=1)=[O:2]. The catalyst class is: 2. (3) Reactant: C[Si](C=[N+]=[N-])(C)C.[C:8]([C:11]1[CH:29]=[CH:28][C:14]2[CH:15]=[C:16]([C:18]3[O:23][C:22](=[O:24])[C:21]([CH3:25])=[C:20]([OH:26])[C:19]=3[CH3:27])[O:17][C:13]=2[CH:12]=1)([OH:10])=[O:9].[C:30](O)(=O)C. Product: [CH3:25][C:21]1[C:22](=[O:24])[O:23][C:18]([C:16]2[O:17][C:13]3[CH:12]=[C:11]([C:8]([O:10][CH3:30])=[O:9])[CH:29]=[CH:28][C:14]=3[CH:15]=2)=[C:19]([CH3:27])[C:20]=1[OH:26]. The catalyst class is: 442. (4) Reactant: [NH2:1][C@H:2]([C:6]([O:8][CH2:9][C:10]1[CH:15]=[CH:14][CH:13]=[CH:12][CH:11]=1)=[O:7])[CH2:3][CH2:4][CH3:5].Cl.[NH:17]([C:34]([O:36][CH2:37][C:38]1[CH:43]=[CH:42][CH:41]=[CH:40][CH:39]=1)=[O:35])[C@H:18]([C:24]([O:26][CH2:27][C:28]1[CH:33]=[CH:32][CH:31]=[CH:30][CH:29]=1)=[O:25])[CH2:19][CH2:20][C:21](=O)[OH:22].C(N(CC)CC)C.C1C=CC2N(O)N=NC=2C=1.O.CCN=C=NCCCN(C)C.Cl. Product: [NH:17]([C:34]([O:36][CH2:37][C:38]1[CH:39]=[CH:40][CH:41]=[CH:42][CH:43]=1)=[O:35])[C@H:18]([C:24]([O:26][CH2:27][C:28]1[CH:29]=[CH:30][CH:31]=[CH:32][CH:33]=1)=[O:25])[CH2:19][CH2:20][C:21]([NH:1][C@H:2]([C:6]([O:8][CH2:9][C:10]1[CH:15]=[CH:14][CH:13]=[CH:12][CH:11]=1)=[O:7])[CH2:3][CH2:4][CH3:5])=[O:22]. The catalyst class is: 2. (5) The catalyst class is: 198. Product: [F:1][CH2:2][CH2:3][N:4]1[CH:8]=[C:7]([C:9]2[CH:10]=[CH:11][N:12]=[CH:13][CH:14]=2)[C:6]([C:15]2[CH:20]=[CH:19][C:18]([O:21][CH2:29][C:30]3[O:31][C:32]4[CH:38]=[CH:37][CH:36]=[CH:35][C:33]=4[N:34]=3)=[CH:17][CH:16]=2)=[N:5]1. Reactant: [F:1][CH2:2][CH2:3][N:4]1[CH:8]=[C:7]([C:9]2[CH:14]=[CH:13][N:12]=[CH:11][CH:10]=2)[C:6]([C:15]2[CH:20]=[CH:19][C:18]([OH:21])=[CH:17][CH:16]=2)=[N:5]1.C(=O)([O-])[O-].[Cs+].[Cs+].Cl[CH2:29][C:30]1[O:31][C:32]2[CH:38]=[CH:37][CH:36]=[CH:35][C:33]=2[N:34]=1.